Dataset: CYP1A2 inhibition data for predicting drug metabolism from PubChem BioAssay. Task: Regression/Classification. Given a drug SMILES string, predict its absorption, distribution, metabolism, or excretion properties. Task type varies by dataset: regression for continuous measurements (e.g., permeability, clearance, half-life) or binary classification for categorical outcomes (e.g., BBB penetration, CYP inhibition). Dataset: cyp1a2_veith. The compound is COc1ccc(C2C(C#N)=C(N)Oc3n[nH]c(C)c32)cc1CN1CCN(c2ccc(F)cc2)CC1. The result is 0 (non-inhibitor).